Dataset: Forward reaction prediction with 1.9M reactions from USPTO patents (1976-2016). Task: Predict the product of the given reaction. (1) The product is: [CH3:25][C@H:14]1[CH2:13][N:12]([C:5]2[C:6]3[C:11](=[CH:10][CH:9]=[CH:8][CH:7]=3)[C:2]([C:26]3[CH:31]=[CH:30][CH:29]=[CH:28][CH:27]=3)=[N:3][N:4]=2)[CH2:17][CH2:16][N:15]1[C:18]([O:20][C:21]([CH3:24])([CH3:23])[CH3:22])=[O:19]. Given the reactants Cl[C:2]1[C:11]2[C:6](=[CH:7][CH:8]=[CH:9][CH:10]=2)[C:5]([N:12]2[CH2:17][CH2:16][N:15]([C:18]([O:20][C:21]([CH3:24])([CH3:23])[CH3:22])=[O:19])[C@@H:14]([CH3:25])[CH2:13]2)=[N:4][N:3]=1.[C:26]1(B(O)O)[CH:31]=[CH:30][CH:29]=[CH:28][CH:27]=1.C1(C)C=CC=CC=1.C(=O)([O-])[O-].[Na+].[Na+], predict the reaction product. (2) Given the reactants [NH2:1][S:2]([C:5]1[CH:10]=[CH:9][C:8]([N:11]2[C:15]3[C:16]4[CH:23]=[CH:22][CH:21]=[CH:20][C:17]=4[O:18][CH2:19][C:14]=3[C:13]([C:24]([OH:26])=O)=[N:12]2)=[CH:7][CH:6]=1)(=[O:4])=[O:3].[NH3:27], predict the reaction product. The product is: [NH2:1][S:2]([C:5]1[CH:10]=[CH:9][C:8]([N:11]2[C:15]3[C:16]4[CH:23]=[CH:22][CH:21]=[CH:20][C:17]=4[O:18][CH2:19][C:14]=3[C:13]([C:24]([NH2:27])=[O:26])=[N:12]2)=[CH:7][CH:6]=1)(=[O:3])=[O:4]. (3) The product is: [Br:17][C:3]12[CH:6]([OH:9])[CH2:7][O:8][CH:2]1[O:1][CH2:5][CH2:4]2. Given the reactants [O:1]1[CH2:5][CH2:4][C:3]([CH:6]([OH:9])[CH2:7][OH:8])=[CH:2]1.C1C(=O)N([Br:17])C(=O)C1.S([O-])([O-])=O.[Na+].[Na+], predict the reaction product. (4) Given the reactants C([N:3]([CH2:6][CH3:7])[CH2:4]C)C.C1(P(N=[N+]=[N-])(C2C=CC=CC=2)=[O:15])C=CC=CC=1.C1(C)C=CC=CC=1.[Cl:32][C:33]1[S:37]C(C(O)=O)=C[CH:34]=1.[C:41]([OH:45])([CH3:44])([CH3:43])[CH3:42], predict the reaction product. The product is: [Cl:32][C:33]1[S:37][C:6]([NH:3][C:4](=[O:15])[O:45][C:41]([CH3:44])([CH3:43])[CH3:42])=[CH:7][CH:34]=1. (5) Given the reactants Cl.[Cl:2][CH2:3][CH2:4][CH2:5][S:6][C:7]1[CH:12]=[CH:11][C:10]([N+:13]([O-:15])=[O:14])=[CH:9][C:8]=1[NH:16]N.O.Cl.[NH:20]1[CH2:25][CH2:24][C:23](=O)[CH2:22][CH2:21]1.Cl, predict the reaction product. The product is: [ClH:2].[Cl:2][CH2:3][CH2:4][CH2:5][S:6][C:7]1[C:8]2[NH:16][C:23]3[CH2:24][CH2:25][NH:20][CH2:21][C:22]=3[C:9]=2[C:10]([N+:13]([O-:15])=[O:14])=[CH:11][CH:12]=1.